Dataset: Forward reaction prediction with 1.9M reactions from USPTO patents (1976-2016). Task: Predict the product of the given reaction. (1) Given the reactants P(Cl)(Cl)(Cl)(Cl)Cl.[Cl:7][C:8]1[C:9]([CH2:14][NH:15][C:16]([CH:18]2[CH2:26][CH2:25][CH:24]3[N:20]([C:21](=[O:29])[CH2:22][C:23]3([CH3:28])[CH3:27])[CH2:19]2)=O)=[N:10][CH:11]=[CH:12][N:13]=1, predict the reaction product. The product is: [Cl:7][C:8]1[C:9]2[N:10]([C:16]([CH:18]3[CH2:26][CH2:25][CH:24]4[N:20]([C:21](=[O:29])[CH2:22][C:23]4([CH3:28])[CH3:27])[CH2:19]3)=[N:15][CH:14]=2)[CH:11]=[CH:12][N:13]=1. (2) Given the reactants [NH:1]1[C:7]2[CH:8]=[CH:9][CH:10]=[CH:11][C:6]=2[CH2:5][CH2:4][CH2:3][C:2]1=[O:12].[N+:13]([O-])([OH:15])=[O:14].S(=O)(=O)(O)O, predict the reaction product. The product is: [N+:13]([C:10]1[CH:9]=[CH:8][C:7]2[NH:1][C:2](=[O:12])[CH2:3][CH2:4][CH2:5][C:6]=2[CH:11]=1)([O-:15])=[O:14]. (3) Given the reactants [NH2:1][C:2]1[CH:9]=[CH:8][CH:7]=[C:6]([F:10])[C:3]=1[CH:4]=O.[C:11]([CH2:13][C:14](OC)=[O:15])#[N:12].C[O-].[Na+], predict the reaction product. The product is: [F:10][C:6]1[CH:7]=[CH:8][CH:9]=[C:2]2[C:3]=1[CH:4]=[C:13]([C:11]#[N:12])[C:14](=[O:15])[NH:1]2. (4) Given the reactants [CH2:1]([O:3][C:4]([C:6]1[N:7]=[CH:8][O:9][C:10]=1[C:11]1[CH:16]=[CH:15][CH:14]=[C:13]([C:17]([Cl:19])=[O:18])[CH:12]=1)=[O:5])[CH3:2].[CH2:20]([O:23][C:24](=[O:34])[C:25]1[CH:33]=[CH:32][CH:31]=[C:27]([C:28](O)=[O:29])[CH:26]=1)[CH:21]=[CH2:22].S(Cl)(Cl)=O.CN(C=O)C, predict the reaction product. The product is: [CH2:1]([O:3][C:4]([C:6]1[N:7]=[CH:8][O:9][C:10]=1[C:11]1[CH:16]=[CH:15][CH:14]=[C:13]([C:17](=[O:18])[CH2:25][C:24]([OH:34])=[O:23])[CH:12]=1)=[O:5])[CH3:2].[CH2:20]([O:23][C:24](=[O:34])[C:25]1[CH:33]=[CH:32][CH:31]=[C:27]([C:28]([Cl:19])=[O:29])[CH:26]=1)[CH:21]=[CH2:22]. (5) Given the reactants [Cl:1][C:2]1[CH:3]=[C:4]([C:9]([N:11]2[CH2:16][CH2:15][CH2:14][CH:13]([CH2:17][CH3:18])[CH2:12]2)=[O:10])[CH:5]=[N:6][C:7]=1Cl.[NH2:19][C:20]1[CH:21]=[N:22][C:23]([CH3:26])=[CH:24][CH:25]=1.C1C=CC(P(C2C(C3C(P(C4C=CC=CC=4)C4C=CC=CC=4)=CC=C4C=3C=CC=C4)=C3C(C=CC=C3)=CC=2)C2C=CC=CC=2)=CC=1.C(=O)([O-])[O-].[K+].[K+], predict the reaction product. The product is: [Cl:1][C:2]1[CH:3]=[C:4]([C:9]([N:11]2[CH2:16][CH2:15][CH2:14][CH:13]([CH2:17][CH3:18])[CH2:12]2)=[O:10])[CH:5]=[N:6][C:7]=1[NH:19][C:20]1[CH:21]=[N:22][C:23]([CH3:26])=[CH:24][CH:25]=1. (6) Given the reactants [OH:1][C:2]1[CH:3]=[C:4]([C:8](=[O:12])[CH2:9][CH2:10][CH3:11])[CH:5]=[CH:6][CH:7]=1.Cl[CH2:14][CH2:15][O:16][CH2:17][CH2:18][OH:19].C([O-])([O-])=O.[K+].[K+], predict the reaction product. The product is: [OH:19][CH2:18][CH2:17][O:16][CH2:15][CH2:14][O:1][C:2]1[CH:3]=[C:4]([C:8](=[O:12])[CH2:9][CH2:10][CH3:11])[CH:5]=[CH:6][CH:7]=1.